From a dataset of Peptide-MHC class I binding affinity with 185,985 pairs from IEDB/IMGT. Regression. Given a peptide amino acid sequence and an MHC pseudo amino acid sequence, predict their binding affinity value. This is MHC class I binding data. (1) The peptide sequence is RKAKIIRDY. The MHC is HLA-B42:01 with pseudo-sequence HLA-B42:01. The binding affinity (normalized) is 0. (2) The peptide sequence is ATEDPSSGY. The MHC is HLA-A24:03 with pseudo-sequence HLA-A24:03. The binding affinity (normalized) is 0.0847. (3) The peptide sequence is AENCYNLEI. The MHC is HLA-B18:01 with pseudo-sequence HLA-B18:01. The binding affinity (normalized) is 0.0847. (4) The peptide sequence is FILGIIITV. The MHC is HLA-B35:01 with pseudo-sequence HLA-B35:01. The binding affinity (normalized) is 0.0215. (5) The peptide sequence is KMDVTPLDY. The MHC is HLA-A02:11 with pseudo-sequence HLA-A02:11. The binding affinity (normalized) is 0.0847.